This data is from Forward reaction prediction with 1.9M reactions from USPTO patents (1976-2016). The task is: Predict the product of the given reaction. (1) Given the reactants Cl[C:2]1[C:7]([N+:8]([O-:10])=[O:9])=[C:6]([Cl:11])[N:5]=[CH:4][N:3]=1.[Cl:12][C:13]1[CH:19]=[C:18]([O:20][CH3:21])[C:17]([O:22][CH2:23][C:24]2[C:29]([O:30][CH3:31])=[CH:28][CH:27]=[C:26]([F:32])[C:25]=2[F:33])=[CH:16][C:14]=1[NH2:15].C(N(CC)C(C)C)(C)C.O, predict the reaction product. The product is: [Cl:11][C:6]1[N:5]=[CH:4][N:3]=[C:2]([NH:15][C:14]2[CH:16]=[C:17]([O:22][CH2:23][C:24]3[C:29]([O:30][CH3:31])=[CH:28][CH:27]=[C:26]([F:32])[C:25]=3[F:33])[C:18]([O:20][CH3:21])=[CH:19][C:13]=2[Cl:12])[C:7]=1[N+:8]([O-:10])=[O:9]. (2) Given the reactants [Br:1][C:2]1[C:3]([CH3:11])=[C:4]([CH:8]=[CH:9][CH:10]=1)[C:5](O)=[O:6], predict the reaction product. The product is: [Br:1][C:2]1[C:3]([CH3:11])=[C:4]([CH2:5][OH:6])[CH:8]=[CH:9][CH:10]=1. (3) Given the reactants [F:1][C:2]1[CH:3]=[C:4]([NH2:10])[CH:5]=[N:6][C:7]=1[O:8][CH3:9].[Cl:11][C:12]1[CH:13]=[C:14]([C:19]2[N:24]=[C:23]([CH3:25])[N:22]=[C:21]([N:26]([CH2:36][C:37]3[CH:42]=[CH:41][C:40]([O:43][CH3:44])=[CH:39][CH:38]=3)[CH2:27][C:28]3[CH:33]=[CH:32][C:31]([O:34][CH3:35])=[CH:30][CH:29]=3)[N:20]=2)[C:15](F)=[N:16][CH:17]=1.C1COCC1.[Li+].C[Si]([N-][Si](C)(C)C)(C)C, predict the reaction product. The product is: [Cl:11][C:12]1[CH:13]=[C:14]([C:19]2[N:24]=[C:23]([CH3:25])[N:22]=[C:21]([N:26]([CH2:27][C:28]3[CH:29]=[CH:30][C:31]([O:34][CH3:35])=[CH:32][CH:33]=3)[CH2:36][C:37]3[CH:38]=[CH:39][C:40]([O:43][CH3:44])=[CH:41][CH:42]=3)[N:20]=2)[C:15]([NH:10][C:4]2[CH:5]=[N:6][C:7]([O:8][CH3:9])=[C:2]([F:1])[CH:3]=2)=[N:16][CH:17]=1. (4) Given the reactants [CH2:1]([O:3][C:4](=[O:12])[C:5](=O)[C:6]([O:8][CH2:9][CH3:10])=[O:7])[CH3:2].[CH2:13]([O:20][NH2:21])[C:14]1[CH:19]=[CH:18][CH:17]=[CH:16][CH:15]=1, predict the reaction product. The product is: [CH2:13]([O:20][N:21]=[C:5]([C:4]([O:3][CH2:1][CH3:2])=[O:12])[C:6]([O:8][CH2:9][CH3:10])=[O:7])[C:14]1[CH:19]=[CH:18][CH:17]=[CH:16][CH:15]=1. (5) Given the reactants [F:1][C:2]1[C:9]([O:10][CH3:11])=[CH:8][CH:7]=[CH:6][C:3]=1[CH:4]=O.Cl.Cl.[NH2:14]O, predict the reaction product. The product is: [F:1][C:2]1[C:9]([O:10][CH3:11])=[CH:8][CH:7]=[CH:6][C:3]=1[CH2:4][NH2:14]. (6) Given the reactants [Cl:1][C:2]1[N:10]=[CH:9][N:8]=[C:7]2[C:3]=1[NH:4][CH:5]=[N:6]2.[CH3:11][NH2:12].F[C:14]1[CH:19]=[CH:18][C:17]([N+:20]([O-])=O)=[CH:16][CH:15]=1.[Cl:23][C:24]1[CH:29]=[CH:28][C:27]([N:30]=[C:31]=[O:32])=[CH:26][C:25]=1[C:33]([F:36])([F:35])[F:34], predict the reaction product. The product is: [ClH:1].[Cl:23][C:24]1[CH:29]=[CH:28][C:27]([NH:30][C:31]([NH:20][C:17]2[CH:18]=[CH:19][C:14]([N:6]3[CH:5]=[N:4][C:3]4[C:7]3=[N:8][CH:9]=[N:10][C:2]=4[NH:12][CH3:11])=[CH:15][CH:16]=2)=[O:32])=[CH:26][C:25]=1[C:33]([F:34])([F:35])[F:36]. (7) Given the reactants [F:1][C:2]1[CH:7]=[CH:6][C:5]([NH:8][C:9]([C:11]2([C:14]([NH:16][C:17]3[CH:22]=[CH:21][C:20]([O:23][C:24]4[C:33]5[C:28](=[CH:29][C:30]([O:35][CH3:36])=[C:31]([OH:34])[CH:32]=5)[N:27]=[CH:26][CH:25]=4)=[C:19]([F:37])[CH:18]=3)=[O:15])[CH2:13][CH2:12]2)=[O:10])=[CH:4][CH:3]=1.O[CH2:39][CH2:40][CH2:41][N:42]([CH2:45][CH3:46])[CH2:43][CH3:44].C1(P(C2C=CC=CC=2)C2C=CC=CC=2)C=CC=CC=1.CC(OC(/N=N/C(OC(C)C)=O)=O)C, predict the reaction product. The product is: [CH2:43]([N:42]([CH2:45][CH3:46])[CH2:41][CH2:40][CH2:39][O:34][C:31]1[CH:32]=[C:33]2[C:28](=[CH:29][C:30]=1[O:35][CH3:36])[N:27]=[CH:26][CH:25]=[C:24]2[O:23][C:20]1[CH:21]=[CH:22][C:17]([NH:16][C:14]([C:11]2([C:9]([NH:8][C:5]3[CH:6]=[CH:7][C:2]([F:1])=[CH:3][CH:4]=3)=[O:10])[CH2:12][CH2:13]2)=[O:15])=[CH:18][C:19]=1[F:37])[CH3:44]. (8) Given the reactants [CH3:1][C@@H:2]1[NH:7][CH2:6][CH2:5][N:4]([C:8]([O:10][C:11]([CH3:14])([CH3:13])[CH3:12])=[O:9])[CH2:3]1.C(N(CC)CC)C.Cl[C:23]([O:25][CH2:26][C:27]1[CH:32]=[CH:31][CH:30]=[CH:29][CH:28]=1)=[O:24], predict the reaction product. The product is: [CH3:1][C@H:2]1[CH2:3][N:4]([C:8]([O:10][C:11]([CH3:13])([CH3:12])[CH3:14])=[O:9])[CH2:5][CH2:6][N:7]1[C:23]([O:25][CH2:26][C:27]1[CH:32]=[CH:31][CH:30]=[CH:29][CH:28]=1)=[O:24].